This data is from Forward reaction prediction with 1.9M reactions from USPTO patents (1976-2016). The task is: Predict the product of the given reaction. (1) Given the reactants [NH2:1][CH2:2][C:3]1[CH:4]=[C:5]([C:9]2[C:14]3[O:15][CH2:16][O:17][C:13]=3[CH:12]=[C:11]([CH2:18][O:19][C:20]3[CH:25]=[CH:24][CH:23]=[CH:22][C:21]=3[CH2:26][C:27]([O:29]C)=[O:28])[CH:10]=2)[CH:6]=[CH:7][CH:8]=1.[Li+].[OH-], predict the reaction product. The product is: [NH2:1][CH2:2][C:3]1[CH:4]=[C:5]([C:9]2[C:14]3[O:15][CH2:16][O:17][C:13]=3[CH:12]=[C:11]([CH2:18][O:19][C:20]3[CH:25]=[CH:24][CH:23]=[CH:22][C:21]=3[CH2:26][C:27]([OH:29])=[O:28])[CH:10]=2)[CH:6]=[CH:7][CH:8]=1. (2) The product is: [CH3:40][C:37]([O:36][C:34]([C:33]1[CH:41]=[CH:42][C:30]([NH:29][C:26]([C@@H:12]2[CH2:13][C@H:14]([N:16]3[CH2:21][CH2:20][N:19]([S:22]([CH3:25])(=[O:24])=[O:23])[CH2:18][CH2:17]3)[CH2:15][N:11]2[C:9]([O:8][CH2:1][C:2]2[CH:7]=[CH:6][CH:5]=[CH:4][CH:3]=2)=[O:10])=[O:27])=[CH:31][CH:32]=1)=[O:35])([CH3:38])[CH3:39]. Given the reactants [CH2:1]([O:8][C:9]([N:11]1[CH2:15][C@@H:14]([N:16]2[CH2:21][CH2:20][N:19]([S:22]([CH3:25])(=[O:24])=[O:23])[CH2:18][CH2:17]2)[CH2:13][C@H:12]1[C:26](O)=[O:27])=[O:10])[C:2]1[CH:7]=[CH:6][CH:5]=[CH:4][CH:3]=1.[NH2:29][C:30]1[CH:42]=[CH:41][C:33]([C:34]([O:36][C:37]([CH3:40])([CH3:39])[CH3:38])=[O:35])=[CH:32][CH:31]=1, predict the reaction product. (3) Given the reactants [NH2:1][C:2]1[CH:3]=[CH:4][C:5]2[CH2:11][CH2:10][N:9]([CH3:12])[C:8](=[O:13])[CH2:7][C:6]=2[CH:14]=1.[CH3:15][NH:16][C:17]([C:19]1[C:24]([NH:25][C:26]2[C:31]([Cl:32])=[CH:30][N:29]=[C:28](Cl)[N:27]=2)=[CH:23][CH:22]=[CH:21][N:20]=1)=[O:18], predict the reaction product. The product is: [CH3:15][NH:16][C:17]([C:19]1[C:24]([NH:25][C:26]2[C:31]([Cl:32])=[CH:30][N:29]=[C:28]([NH:1][C:2]3[CH:3]=[CH:4][C:5]4[CH2:11][CH2:10][N:9]([CH3:12])[C:8](=[O:13])[CH2:7][C:6]=4[CH:14]=3)[N:27]=2)=[CH:23][CH:22]=[CH:21][N:20]=1)=[O:18]. (4) Given the reactants [CH3:1][S:2](Cl)(=[O:4])=[O:3].Cl.[F:7][C:8]1[CH:9]=[CH:10][C:11]([N+:22]([O-:24])=[O:23])=[C:12]([CH:21]=1)[O:13][C@H:14]1[CH2:19][CH2:18][C@H:17]([NH2:20])[CH2:16][CH2:15]1.C(N(CC)CC)C, predict the reaction product. The product is: [F:7][C:8]1[CH:9]=[CH:10][C:11]([N+:22]([O-:24])=[O:23])=[C:12]([CH:21]=1)[O:13][C@H:14]1[CH2:15][CH2:16][C@H:17]([NH:20][S:2]([CH3:1])(=[O:4])=[O:3])[CH2:18][CH2:19]1. (5) Given the reactants [CH:1]([NH:4][NH2:5])([CH3:3])[CH3:2].[F:6][C:7]([F:18])([F:17])[C:8](=O)[CH:9]([CH3:15])[C:10]([O:12]CC)=O.Cl, predict the reaction product. The product is: [OH:12][C:10]1[N:4]([CH:1]([CH3:3])[CH3:2])[N:5]=[C:8]([C:7]([F:6])([F:17])[F:18])[C:9]=1[CH3:15]. (6) Given the reactants CN(C[C:5]1[C:6]([CH3:22])=[N:7][N:8]([CH2:11][C:12]([O:14][CH2:15][C:16]2[CH:21]=[CH:20][CH:19]=[CH:18][CH:17]=2)=[O:13])[C:9]=1[CH3:10])C, predict the reaction product. The product is: [CH3:22][C:6]1[CH:5]=[C:9]([CH3:10])[N:8]([CH2:11][C:12]([O:14][CH2:15][C:16]2[CH:17]=[CH:18][CH:19]=[CH:20][CH:21]=2)=[O:13])[N:7]=1. (7) The product is: [Si:15]([O:14][CH:12]1[CH2:11][CH:10]([C:22](=[O:24])[NH:30][C:29]2[CH:31]=[CH:32][C:26]([Cl:25])=[CH:27][CH:28]=2)[CH2:9][N:8]([C:6]([O:5][C:1]([CH3:2])([CH3:4])[CH3:3])=[O:7])[CH2:13]1)([C:18]([CH3:19])([CH3:20])[CH3:21])([CH3:17])[CH3:16]. Given the reactants [C:1]([O:5][C:6]([N:8]1[CH2:13][CH:12]([O:14][Si:15]([C:18]([CH3:21])([CH3:20])[CH3:19])([CH3:17])[CH3:16])[CH2:11][CH:10]([C:22]([OH:24])=O)[CH2:9]1)=[O:7])([CH3:4])([CH3:3])[CH3:2].[Cl:25][C:26]1[CH:32]=[CH:31][C:29]([NH2:30])=[CH:28][CH:27]=1.C(N(CC)C(C)C)(C)C.Cl.C(N=C=NCCCN(C)C)C, predict the reaction product.